From a dataset of Catalyst prediction with 721,799 reactions and 888 catalyst types from USPTO. Predict which catalyst facilitates the given reaction. (1) Product: [CH3:1][O:2][C:3]([C@@H:5]([N:13]1[CH2:21][C:17]2[CH:18]=[CH:19][S:20][C:16]=2[CH2:15][CH2:14]1)[C:6]1[C:11]([Cl:12])=[CH:10][CH:9]=[CH:8][CH:7]=1)=[O:4].[OH:25][S:22]([OH:26])(=[O:24])=[O:23]. Reactant: [CH3:1][O:2][C:3]([C@@H:5]([N:13]1[CH2:21][C:17]2[CH:18]=[CH:19][S:20][C:16]=2[CH2:15][CH2:14]1)[C:6]1[CH:7]=[CH:8][CH:9]=[CH:10][C:11]=1[Cl:12])=[O:4].[S:22](=[O:26])(=[O:25])([OH:24])[OH:23]. The catalyst class is: 13. (2) Reactant: [OH:1][CH2:2][CH2:3][O:4][C:5]1[C:12]([CH3:13])=[CH:11][C:8]([CH:9]=O)=[CH:7][C:6]=1[CH3:14].[NH2:15][C:16]1[CH:31]=[CH:30][CH:29]=[CH:28][C:17]=1[C:18]([NH:20][C:21]1[CH:26]=[CH:25][C:24]([Cl:27])=[CH:23][CH:22]=1)=[O:19].S([O-])(O)=O.[Na+].C1(C)C=CC(S(O)(=O)=O)=CC=1. Product: [Cl:27][C:24]1[CH:25]=[CH:26][C:21]([N:20]2[C:18](=[O:19])[C:17]3[C:16](=[CH:31][CH:30]=[CH:29][CH:28]=3)[N:15]=[C:9]2[C:8]2[CH:11]=[C:12]([CH3:13])[C:5]([O:4][CH2:3][CH2:2][OH:1])=[C:6]([CH3:14])[CH:7]=2)=[CH:22][CH:23]=1. The catalyst class is: 395. (3) Reactant: Cl[C:2]1[CH:3]=[C:4]([CH:10]=[C:11]([N:13]2[CH2:18][CH2:17][CH:16]([N:19]3[CH:23]=[CH:22][N:21]=[CH:20]3)[CH2:15][CH2:14]2)[N:12]=1)[C:5]([N:7]([CH3:9])[CH3:8])=[O:6].[C:24]([C:28]1[CH:29]=[CH:30][C:31]([CH3:35])=[C:32]([CH:34]=1)[NH2:33])([CH3:27])([CH3:26])[CH3:25].C1(P(C2CCCCC2)C2C=CC=CC=2C2C(C(C)C)=CC(C(C)C)=CC=2C(C)C)CCCCC1.C(=O)([O-])[O-].[K+].[K+].C(O)(CC)(C)C. Product: [C:24]([C:28]1[CH:29]=[CH:30][C:31]([CH3:35])=[C:32]([NH:33][C:2]2[CH:3]=[C:4]([CH:10]=[C:11]([N:13]3[CH2:18][CH2:17][CH:16]([N:19]4[CH:23]=[CH:22][N:21]=[CH:20]4)[CH2:15][CH2:14]3)[N:12]=2)[C:5]([N:7]([CH3:9])[CH3:8])=[O:6])[CH:34]=1)([CH3:27])([CH3:26])[CH3:25]. The catalyst class is: 110.